From a dataset of NCI-60 drug combinations with 297,098 pairs across 59 cell lines. Regression. Given two drug SMILES strings and cell line genomic features, predict the synergy score measuring deviation from expected non-interaction effect. (1) Synergy scores: CSS=19.2, Synergy_ZIP=-7.40, Synergy_Bliss=-1.61, Synergy_Loewe=-0.614, Synergy_HSA=0.569. Cell line: UACC62. Drug 1: CC1C(C(CC(O1)OC2CC(CC3=C2C(=C4C(=C3O)C(=O)C5=C(C4=O)C(=CC=C5)OC)O)(C(=O)C)O)N)O.Cl. Drug 2: C1CCC(C(C1)N)N.C(=O)(C(=O)[O-])[O-].[Pt+4]. (2) Drug 1: C1=CC=C(C=C1)NC(=O)CCCCCCC(=O)NO. Drug 2: CS(=O)(=O)OCCCCOS(=O)(=O)C. Cell line: IGROV1. Synergy scores: CSS=13.1, Synergy_ZIP=-5.55, Synergy_Bliss=-2.22, Synergy_Loewe=-1.33, Synergy_HSA=-0.338. (3) Drug 2: C1C(C(OC1N2C=NC3=C2NC=NCC3O)CO)O. Drug 1: CN(C(=O)NC(C=O)C(C(C(CO)O)O)O)N=O. Cell line: HT29. Synergy scores: CSS=41.8, Synergy_ZIP=-0.540, Synergy_Bliss=-1.55, Synergy_Loewe=-0.799, Synergy_HSA=0.508. (4) Drug 2: C1=NC(=NC(=O)N1C2C(C(C(O2)CO)O)O)N. Cell line: OVCAR3. Drug 1: CCC1(CC2CC(C3=C(CCN(C2)C1)C4=CC=CC=C4N3)(C5=C(C=C6C(=C5)C78CCN9C7C(C=CC9)(C(C(C8N6C)(C(=O)OC)O)OC(=O)C)CC)OC)C(=O)OC)O.OS(=O)(=O)O. Synergy scores: CSS=3.63, Synergy_ZIP=-3.45, Synergy_Bliss=-3.45, Synergy_Loewe=-7.54, Synergy_HSA=-7.88. (5) Drug 1: CCCS(=O)(=O)NC1=C(C(=C(C=C1)F)C(=O)C2=CNC3=C2C=C(C=N3)C4=CC=C(C=C4)Cl)F. Drug 2: C1=NC2=C(N=C(N=C2N1C3C(C(C(O3)CO)O)O)F)N. Cell line: OVCAR3. Synergy scores: CSS=0.554, Synergy_ZIP=0.364, Synergy_Bliss=-0.904, Synergy_Loewe=-3.44, Synergy_HSA=-3.18. (6) Drug 1: CC1=CC2C(CCC3(C2CCC3(C(=O)C)OC(=O)C)C)C4(C1=CC(=O)CC4)C. Drug 2: CC1CCCC2(C(O2)CC(NC(=O)CC(C(C(=O)C(C1O)C)(C)C)O)C(=CC3=CSC(=N3)C)C)C. Synergy scores: CSS=-6.10, Synergy_ZIP=4.75, Synergy_Bliss=4.32, Synergy_Loewe=-9.52, Synergy_HSA=-6.66. Cell line: MDA-MB-231.